Dataset: Full USPTO retrosynthesis dataset with 1.9M reactions from patents (1976-2016). Task: Predict the reactants needed to synthesize the given product. (1) Given the product [CH2:37]([NH:36][S:33]([C:29]1[CH:28]=[C:27]([NH:26][C:12]([C:11]2[CH:10]=[N:9][N:8]3[C:3]([CH:2]([F:25])[F:1])=[CH:4][C:5]([C:15]4[CH:20]=[CH:19][C:18]([C:21]([F:23])([F:24])[F:22])=[CH:17][CH:16]=4)=[N:6][C:7]=23)=[O:14])[CH:32]=[CH:31][CH:30]=1)(=[O:35])=[O:34])[CH:38]([CH3:40])[CH3:39], predict the reactants needed to synthesize it. The reactants are: [F:1][CH:2]([F:25])[C:3]1[N:8]2[N:9]=[CH:10][C:11]([C:12]([OH:14])=O)=[C:7]2[N:6]=[C:5]([C:15]2[CH:20]=[CH:19][C:18]([C:21]([F:24])([F:23])[F:22])=[CH:17][CH:16]=2)[CH:4]=1.[NH2:26][C:27]1[CH:28]=[C:29]([S:33]([NH:36][CH2:37][CH:38]([CH3:40])[CH3:39])(=[O:35])=[O:34])[CH:30]=[CH:31][CH:32]=1. (2) Given the product [CH3:26][O:27][C:28]1[CH:29]=[C:30]([NH:31][C:2]2[C:3]3[NH:16][N:15]=[CH:14][C:4]=3[N:5]=[C:6]([C:8]3[CH:9]=[CH:10][CH:11]=[CH:12][CH:13]=3)[N:7]=2)[CH:32]=[CH:33][CH:34]=1, predict the reactants needed to synthesize it. The reactants are: Cl[C:2]1[C:3]2[C:4](=[CH:14][N:15](CC3C=CC(OC)=CC=3)[N:16]=2)[N:5]=[C:6]([C:8]2[CH:13]=[CH:12][CH:11]=[CH:10][CH:9]=2)[N:7]=1.[CH3:26][O:27][C:28]1[CH:29]=[C:30]([CH:32]=[CH:33][CH:34]=1)[NH2:31].Cl. (3) Given the product [O:24]=[C:2]1[NH:7][N:6]=[C:5]([C:8]2[N:16]3[C:11]([CH:12]=[CH:13][CH:14]=[CH:15]3)=[CH:10][C:9]=2[C:17]([O:19][CH2:20][CH3:21])=[O:18])[CH:4]=[CH:3]1, predict the reactants needed to synthesize it. The reactants are: Cl[C:2]1[N:7]=[N:6][C:5]([C:8]2[N:16]3[C:11]([CH:12]=[CH:13][CH:14]=[CH:15]3)=[CH:10][C:9]=2[C:17]([O:19][CH2:20][CH3:21])=[O:18])=[CH:4][CH:3]=1.C([O-])(=[O:24])C.[Na+].O.